Dataset: Full USPTO retrosynthesis dataset with 1.9M reactions from patents (1976-2016). Task: Predict the reactants needed to synthesize the given product. (1) Given the product [CH2:1]([O:8][C:9]1[CH:10]=[C:11]([C:12]([O:14][CH3:15])=[O:13])[CH:16]=[C:17]([C:46]2[C:47]([CH3:51])=[CH:48][CH:49]=[CH:50][C:45]=2[CH3:44])[CH:18]=1)[C:2]1[CH:7]=[CH:6][CH:5]=[CH:4][CH:3]=1, predict the reactants needed to synthesize it. The reactants are: [CH2:1]([O:8][C:9]1[CH:10]=[C:11]([CH:16]=[C:17](O)[CH:18]=1)[C:12]([O:14][CH3:15])=[O:13])[C:2]1[CH:7]=[CH:6][CH:5]=[CH:4][CH:3]=1.C(N(C(C)C)C(C)C)C.FC(F)(F)S(OS(C(F)(F)F)(=O)=O)(=O)=O.[CH3:44][C:45]1[CH:50]=[CH:49][CH:48]=[C:47]([CH3:51])[C:46]=1B(O)O.P([O-])([O-])([O-])=O.[K+].[K+].[K+]. (2) Given the product [CH:1]1[N:6]2[CH:7]=[CH:8][CH:9]=[C:5]2[CH:4]=[C:3]([C:10]([OH:12])=[O:11])[N:2]=1, predict the reactants needed to synthesize it. The reactants are: [CH:1]1[N:6]2[CH:7]=[CH:8][CH:9]=[C:5]2[CH:4]=[C:3]([C:10]([O:12]CC)=[O:11])[N:2]=1. (3) Given the product [Br:1][C:2]1[C:3](=[O:19])[C:4]([O:17][CH3:18])=[C:5]2[C:13](=[O:14])[N:12]([CH2:15][CH3:16])[CH2:11][CH:7]3[CH2:8][CH:9]([CH3:21])[C:10]=1[N:6]23, predict the reactants needed to synthesize it. The reactants are: [Br:1][C:2]1[C:3](=[O:19])[C:4]([O:17][CH3:18])=[C:5]2[C:13](=[O:14])[N:12]([CH2:15][CH3:16])[CH2:11][CH:7]3[CH2:8][CH2:9][C:10]=1[N:6]23.[Li+].[CH3:21][Si]([N-][Si](C)(C)C)(C)C.CI. (4) Given the product [CH3:26][C:7]1[CH:2]=[CH:3][C:4]([N+:9]([O-:11])=[O:10])=[C:5]([NH:12][CH2:13][C@@H:14]2[CH2:18][CH2:17][N:16]([C:19]([O:21][C:22]([CH3:25])([CH3:24])[CH3:23])=[O:20])[CH2:15]2)[CH:6]=1, predict the reactants needed to synthesize it. The reactants are: F[C:2]1[CH:7]=[CH:6][C:5](C)=[C:4]([N+:9]([O-:11])=[O:10])[CH:3]=1.[NH2:12][CH2:13][C@@H:14]1[CH2:18][CH2:17][N:16]([C:19]([O:21][C:22]([CH3:25])([CH3:24])[CH3:23])=[O:20])[CH2:15]1.[CH3:26]CN(C(C)C)C(C)C. (5) Given the product [Cl:1][C:2]1[C:11]2[C:6](=[CH:7][C:8]([O:12][CH:13]([CH3:14])[CH3:15])=[CH:9][CH:10]=2)[C:5]([OH:16])=[C:4]([C:17]([NH:34][C@H:27]([CH2:28][OH:29])[C:26]([OH:35])=[O:25])=[O:19])[N:3]=1, predict the reactants needed to synthesize it. The reactants are: [Cl:1][C:2]1[C:11]2[C:6](=[CH:7][C:8]([O:12][CH:13]([CH3:15])[CH3:14])=[CH:9][CH:10]=2)[C:5]([OH:16])=[C:4]([C:17]([OH:19])=O)[N:3]=1.Cl.C([O:25][C:26](=[O:35])[C@H:27]([NH2:34])[CH2:28][O:29]C(C)(C)C)(C)(C)C.